From a dataset of Reaction yield outcomes from USPTO patents with 853,638 reactions. Predict the reaction yield, written as a fraction of the theoretical maximum amount of product (1.0 means a 100% yield; for example, 0.34 means a 34% yield). (1) The reactants are I[C:2]1[CH:7]=[CH:6][CH:5]=[C:4]([O:8][CH2:9][CH2:10][S:11]([CH3:14])(=[O:13])=[O:12])[CH:3]=1.I[C:16]([F:23])([F:22])[C:17]([O:19][CH2:20][CH3:21])=[O:18].[Cl-].[NH4+]. The catalyst is CS(C)=O.[Cu]. The product is [F:22][C:16]([F:23])([C:2]1[CH:7]=[CH:6][CH:5]=[C:4]([O:8][CH2:9][CH2:10][S:11]([CH3:14])(=[O:13])=[O:12])[CH:3]=1)[C:17]([O:19][CH2:20][CH3:21])=[O:18]. The yield is 0.610. (2) The reactants are [C:1]([C:5]1[CH:10]=[CH:9][C:8]([N+:11]([O-])=O)=[CH:7][C:6]=1[O:14][CH3:15])([CH3:4])([CH3:3])[CH3:2].C([O-])=O.[K+]. The catalyst is CCO.O.[Pd]. The product is [C:1]([C:5]1[CH:10]=[CH:9][C:8]([NH2:11])=[CH:7][C:6]=1[O:14][CH3:15])([CH3:4])([CH3:2])[CH3:3]. The yield is 0.720. (3) The reactants are Br[CH2:2][C:3]1[CH:12]=[C:11]([N+:13]([O-:15])=[O:14])[CH:10]=[CH:9][C:4]=1[C:5](OC)=[O:6].Cl.CN.[CH2:19]([N:21](CC)CC)C. The yield is 0.611. The product is [CH3:19][N:21]1[CH2:2][C:3]2[C:4](=[CH:9][CH:10]=[C:11]([N+:13]([O-:15])=[O:14])[CH:12]=2)[C:5]1=[O:6]. The catalyst is CO. (4) The reactants are [Br:1][C:2]1[C:3]2[CH:11]=[C:10]([I:12])[N:9]([S:13]([C:16]3[CH:22]=[CH:21][C:19]([CH3:20])=[CH:18][CH:17]=3)(=[O:15])=[O:14])[C:4]=2[C:5](=[O:8])[NH:6][CH:7]=1.[H-].[Na+].I[CH3:26]. The catalyst is CN(C=O)C. The product is [Br:1][C:2]1[C:3]2[CH:11]=[C:10]([I:12])[N:9]([S:13]([C:16]3[CH:22]=[CH:21][C:19]([CH3:20])=[CH:18][CH:17]=3)(=[O:14])=[O:15])[C:4]=2[C:5](=[O:8])[N:6]([CH3:26])[CH:7]=1. The yield is 0.440. (5) The reactants are [CH3:1][O:2][C:3]1[CH:4]=[C:5]2[C:10](=[CH:11][C:12]=1[O:13][CH3:14])[N:9]=[CH:8][CH:7]=[C:6]2[O:15][C:16]1[C:22]([CH3:23])=[CH:21][C:19]([NH2:20])=[C:18]([CH3:24])[CH:17]=1.C1(C)C=CC=CC=1.C(N(CC)CC)C.ClC(Cl)(O[C:43](=[O:49])[O:44][C:45](Cl)(Cl)Cl)Cl.[CH3:51][O:52][C:53]1[CH:54]=[C:55]([CH:58]=[CH:59][C:60]=1[O:61][CH3:62])CO. The catalyst is C(Cl)Cl. The product is [CH3:1][O:2][C:3]1[CH:4]=[C:5]2[C:10](=[CH:11][C:12]=1[O:13][CH3:14])[N:9]=[CH:8][CH:7]=[C:6]2[O:15][C:16]1[C:22]([CH3:23])=[CH:21][C:19]([NH:20][C:43](=[O:49])[O:44][CH2:45][C:58]2[CH:55]=[CH:54][C:53]([O:52][CH3:51])=[C:60]([O:61][CH3:62])[CH:59]=2)=[C:18]([CH3:24])[CH:17]=1. The yield is 0.670. (6) The reactants are [F:1][C:2]1[CH:3]=[C:4]([OH:9])[CH:5]=[C:6]([F:8])[CH:7]=1.C(=O)([O-])[O-].[K+].[K+].[CH2:16](OS(OCC)(=O)=O)[CH3:17].O. The catalyst is CN(C)C=O. The product is [CH2:16]([O:9][C:4]1[CH:3]=[C:2]([F:1])[CH:7]=[C:6]([F:8])[CH:5]=1)[CH3:17]. The yield is 0.860. (7) The reactants are [C:1]([C:3]1[CH:31]=[CH:30][C:6]([C:7]([NH:9][NH:10][C:11](=O)[C@H:12]([NH:16][C:17]2[C:26]3[C:21](=[CH:22][CH:23]=[CH:24][CH:25]=3)[C:20]([C:27]#[N:28])=[CH:19][CH:18]=2)[C@H:13]([OH:15])[CH3:14])=[O:8])=[CH:5][CH:4]=1)#[N:2].C(NP1(N(CC)CC)N(C)CCCN1C)(C)(C)C. The catalyst is C1COCC1. The product is [C:1]([C:3]1[CH:31]=[CH:30][C:6]([C:7]2[O:8][C:11]([C@H:12]([NH:16][C:17]3[C:26]4[C:21](=[CH:22][CH:23]=[CH:24][CH:25]=4)[C:20]([C:27]#[N:28])=[CH:19][CH:18]=3)[C@H:13]([OH:15])[CH3:14])=[N:10][N:9]=2)=[CH:5][CH:4]=1)#[N:2]. The yield is 0.0300. (8) The reactants are [CH3:1][O:2][C:3]1[C:4](=[O:11])[CH2:5][CH2:6][C:7]([CH3:10])([CH3:9])[CH:8]=1.[C:12](OCC)(=[O:18])[C:13]([O:15][CH2:16][CH3:17])=[O:14].C[Si]([N-][Si](C)(C)C)(C)C.[Li+]. The catalyst is C(OCC)C.O1CCCC1. The product is [CH3:1][O:2][C:3]1[C:4](=[O:11])[CH:5]([C:12](=[O:18])[C:13]([O:15][CH2:16][CH3:17])=[O:14])[CH2:6][C:7]([CH3:9])([CH3:10])[CH:8]=1. The yield is 0.815. (9) The reactants are I[CH2:2][C:3]1[CH:4]=[C:5]2[C:9](=[C:10]([N+:12]([O-:14])=[O:13])[CH:11]=1)[NH:8][C:7]([C:15]1[CH:20]=[CH:19][CH:18]=[CH:17][CH:16]=1)=[CH:6]2.[O:21]=[S:22]1(=[O:28])[CH2:27][CH2:26][NH:25][CH2:24][CH2:23]1. The catalyst is C1COCC1.O. The product is [O:21]=[S:22]1(=[O:28])[CH2:27][CH2:26][N:25]([CH2:2][C:3]2[CH:4]=[C:5]3[C:9](=[C:10]([N+:12]([O-:14])=[O:13])[CH:11]=2)[NH:8][C:7]([C:15]2[CH:20]=[CH:19][CH:18]=[CH:17][CH:16]=2)=[CH:6]3)[CH2:24][CH2:23]1. The yield is 0.650. (10) The catalyst is C(#N)C. The product is [Br-:10].[C:24]1([P+:17]([C:11]2[CH:12]=[CH:13][CH:14]=[CH:15][CH:16]=2)([C:18]2[CH:23]=[CH:22][CH:21]=[CH:20][CH:19]=2)[CH2:4][C:3]2[CH:6]=[CH:7][CH:8]=[CH:9][C:2]=2[NH2:1])[CH:25]=[CH:26][CH:27]=[CH:28][CH:29]=1. The reactants are [NH2:1][C:2]1[CH:9]=[CH:8][CH:7]=[CH:6][C:3]=1[CH2:4]O.[BrH:10].[C:11]1([P:17]([C:24]2[CH:29]=[CH:28][CH:27]=[CH:26][CH:25]=2)[C:18]2[CH:23]=[CH:22][CH:21]=[CH:20][CH:19]=2)[CH:16]=[CH:15][CH:14]=[CH:13][CH:12]=1. The yield is 0.880.